This data is from NCI-60 drug combinations with 297,098 pairs across 59 cell lines. The task is: Regression. Given two drug SMILES strings and cell line genomic features, predict the synergy score measuring deviation from expected non-interaction effect. Drug 1: C1C(C(OC1N2C=NC3=C2NC=NCC3O)CO)O. Drug 2: CC1C(C(CC(O1)OC2CC(CC3=C2C(=C4C(=C3O)C(=O)C5=CC=CC=C5C4=O)O)(C(=O)C)O)N)O. Cell line: SNB-75. Synergy scores: CSS=46.4, Synergy_ZIP=-0.759, Synergy_Bliss=-1.62, Synergy_Loewe=-47.0, Synergy_HSA=-0.580.